From a dataset of Catalyst prediction with 721,799 reactions and 888 catalyst types from USPTO. Predict which catalyst facilitates the given reaction. Reactant: C(OC(=O)N[N:8]1[CH2:13][CH2:12][CH:11]([CH2:14][CH2:15][O:16][CH2:17][CH:18]([NH:26][C:27]([C:29]2([NH:34][C:35]([C:37]3[S:41][C:40]4[CH:42]=[C:43]([CH3:46])[CH:44]=[CH:45][C:39]=4[CH:38]=3)=[O:36])[CH2:33][CH2:32][CH2:31][CH2:30]2)=[O:28])[CH2:19][C:20]2[CH:25]=[CH:24][CH:23]=[CH:22][CH:21]=2)[CH2:10][CH2:9]1)(C)(C)C.Cl. Product: [CH2:19]([CH:18]([NH:26][C:27]([C:29]1([NH:34][C:35]([C:37]2[S:41][C:40]3[CH:42]=[C:43]([CH3:46])[CH:44]=[CH:45][C:39]=3[CH:38]=2)=[O:36])[CH2:30][CH2:31][CH2:32][CH2:33]1)=[O:28])[CH2:17][O:16][CH2:15][CH2:14][CH:11]1[CH2:12][CH2:13][NH:8][CH2:9][CH2:10]1)[C:20]1[CH:21]=[CH:22][CH:23]=[CH:24][CH:25]=1. The catalyst class is: 12.